From a dataset of Full USPTO retrosynthesis dataset with 1.9M reactions from patents (1976-2016). Predict the reactants needed to synthesize the given product. Given the product [CH3:15][O:14][C:11]1[N:10]=[CH:9][C:8]([C:5]2[CH:6]=[N:7][C:2]([N:17]3[CH2:22][CH2:21][O:20][CH2:19][CH2:18]3)=[CH:3][C:4]=2[NH2:16])=[CH:13][CH:12]=1, predict the reactants needed to synthesize it. The reactants are: Cl[C:2]1[N:7]=[CH:6][C:5]([C:8]2[CH:9]=[N:10][C:11]([O:14][CH3:15])=[CH:12][CH:13]=2)=[C:4]([NH2:16])[CH:3]=1.[NH:17]1[CH2:22][CH2:21][O:20][CH2:19][CH2:18]1.C1(P(C2CCCCC2)C2(C(C)C)CC(C(C)C)=CC(C(C)C)=C2C2C=CC=CC=2)CCCCC1.CC(C1C=C(C(C)C)C(C2C=CC=CC=2P(C2CCCCC2)C2CCCCC2)=C(C(C)C)C=1)C.C[Si]([N-][Si](C)(C)C)(C)C.[Li+].